This data is from Reaction yield outcomes from USPTO patents with 853,638 reactions. The task is: Predict the reaction yield, written as a fraction of the theoretical maximum amount of product (1.0 means a 100% yield; for example, 0.34 means a 34% yield). (1) The reactants are [I:1][C:2]1[CH:3]=[C:4]([OH:8])[CH:5]=[CH:6][CH:7]=1.Br[C:10]([CH3:16])([CH3:15])[C:11]([O:13][CH3:14])=[O:12].C(=O)([O-])[O-].[Cs+].[Cs+].O. The catalyst is CN(C)C=O. The product is [I:1][C:2]1[CH:3]=[C:4]([CH:5]=[CH:6][CH:7]=1)[O:8][C:10]([CH3:16])([CH3:15])[C:11]([O:13][CH3:14])=[O:12]. The yield is 0.530. (2) The reactants are [CH:1]([C:4]1[CH:9]=[CH:8][CH:7]=[CH:6][C:5]=1[N:10]=[C:11]=[S:12])([CH3:3])[CH3:2].[NH2:13][CH2:14][CH2:15]O. The catalyst is C(OCC)C. The product is [CH:1]([C:4]1[CH:9]=[CH:8][CH:7]=[CH:6][C:5]=1[N:10]=[C:11]1[NH:13][CH2:14][CH2:15][S:12]1)([CH3:3])[CH3:2]. The yield is 0.730. (3) The reactants are [O:1]1[C:6]2[CH:7]=[CH:8][C:9]([CH:11]=O)=[CH:10][C:5]=2[O:4][CH2:3][CH2:2]1.[N+:13]([CH3:16])([O-:15])=[O:14].C([O-])(=O)C.[NH4+].O. The catalyst is C(O)(=O)C. The product is [N+:13]([CH:16]=[CH:11][C:9]1[CH:8]=[CH:7][C:6]2[O:1][CH2:2][CH2:3][O:4][C:5]=2[CH:10]=1)([O-:15])=[O:14]. The yield is 0.610. (4) The reactants are [CH3:1][C:2]1[O:6][C:5]([C:7]2[CH:12]=[CH:11][CH:10]=[C:9]([C:13]([F:16])([F:15])[F:14])[CH:8]=2)=[N:4][CH:3]=1.C1C(=O)N([Br:24])C(=O)C1.C(OOC(=O)C1C=CC=CC=1)(=O)C1C=CC=CC=1. No catalyst specified. The product is [Br:24][CH2:1][C:2]1[O:6][C:5]([C:7]2[CH:12]=[CH:11][CH:10]=[C:9]([C:13]([F:16])([F:14])[F:15])[CH:8]=2)=[N:4][CH:3]=1. The yield is 0.560. (5) The reactants are C(OC([CH:6]1[CH2:12][CH2:11][N:10]([S:13]([C:16]2[CH:21]=[CH:20][C:19]([CH3:22])=[CH:18][CH:17]=2)(=[O:15])=[O:14])[C:9]2[CH:23]=[CH:24][CH:25]=[CH:26][C:8]=2[C:7]1=[O:27])=O)C.CC(O)=O.Cl.[OH-].[Na+]. The catalyst is O. The product is [C:19]1([CH3:22])[CH:18]=[CH:17][C:16]([S:13]([N:10]2[CH2:11][CH2:12][CH2:6][C:7](=[O:27])[C:8]3[CH:26]=[CH:25][CH:24]=[CH:23][C:9]2=3)(=[O:15])=[O:14])=[CH:21][CH:20]=1. The yield is 0.600.